Dataset: Catalyst prediction with 721,799 reactions and 888 catalyst types from USPTO. Task: Predict which catalyst facilitates the given reaction. (1) Reactant: [CH3:1][O:2][CH:3]([C:7]1[CH:12]=[CH:11][C:10]([C:13]2[O:14][C:15]([CH3:18])=[N:16][N:17]=2)=[CH:9][CH:8]=1)[C:4]([OH:6])=O.C(N(C(C)C)CC)(C)C.COCCN(S(F)(F)F)CCOC.Cl.[CH3:42][NH:43][O:44][CH3:45]. Product: [CH3:45][O:44][N:43]([CH3:42])[C:4](=[O:6])[CH:3]([O:2][CH3:1])[C:7]1[CH:12]=[CH:11][C:10]([C:13]2[O:14][C:15]([CH3:18])=[N:16][N:17]=2)=[CH:9][CH:8]=1. The catalyst class is: 2. (2) Reactant: [OH-].[Na+].[NH2:3][C:4]1[CH:5]=[C:6]([SH:10])[CH:7]=[CH:8][CH:9]=1.[CH2:11](Cl)[C:12]1[CH:17]=[CH:16][CH:15]=[CH:14][CH:13]=1. Product: [CH2:11]([S:10][C:6]1[CH:5]=[C:4]([CH:9]=[CH:8][CH:7]=1)[NH2:3])[C:12]1[CH:17]=[CH:16][CH:15]=[CH:14][CH:13]=1. The catalyst class is: 97.